This data is from Catalyst prediction with 721,799 reactions and 888 catalyst types from USPTO. The task is: Predict which catalyst facilitates the given reaction. (1) Reactant: [CH2:1]([C:7]1[CH:8]=[C:9]2[C:14](=[C:15]([O:17][CH:18]3[CH2:23][CH2:22][NH:21][CH2:20][CH2:19]3)[CH:16]=1)[N:13]=[CH:12][CH:11]=[CH:10]2)[CH2:2][CH2:3][CH2:4][CH2:5][CH3:6].[CH:24]([CH:26]1[CH2:31][CH2:30][CH:29]([C:32]([OH:34])=[O:33])[CH2:28][CH2:27]1)=O.C(O[BH-](OC(=O)C)OC(=O)C)(=O)C.[Na+].P([O-])([O-])([O-])=O. Product: [CH2:1]([C:7]1[CH:8]=[C:9]2[C:14](=[C:15]([O:17][CH:18]3[CH2:23][CH2:22][N:21]([CH2:24][CH:26]4[CH2:31][CH2:30][CH:29]([C:32]([OH:34])=[O:33])[CH2:28][CH2:27]4)[CH2:20][CH2:19]3)[CH:16]=1)[N:13]=[CH:12][CH:11]=[CH:10]2)[CH2:2][CH2:3][CH2:4][CH2:5][CH3:6]. The catalyst class is: 2. (2) Reactant: [Br:1][C:2]1[CH:7]=[C:6](F)[CH:5]=[C:4]([Cl:9])[C:3]=1[Cl:10].[CH3:11][O-:12].[Na+]. Product: [Br:1][C:2]1[CH:7]=[C:6]([O:12][CH3:11])[CH:5]=[C:4]([Cl:9])[C:3]=1[Cl:10]. The catalyst class is: 1. (3) Reactant: C(OC([N:8]1[CH2:13][CH2:12][N:11]([C:14]2[C:19]([C:20]#[C:21][C:22]3[CH:23]=[N:24][C:25]([NH2:28])=[CH:26][CH:27]=3)=[C:18]([CH2:29][CH3:30])[N:17]=[CH:16][N:15]=2)[CH2:10][CH2:9]1)=O)(C)(C)C. Product: [NH2:28][C:25]1[N:24]=[CH:23][C:22]([C:21]#[C:20][C:19]2[C:14]([N:11]3[CH2:12][CH2:13][NH:8][CH2:9][CH2:10]3)=[N:15][CH:16]=[N:17][C:18]=2[CH2:29][CH3:30])=[CH:27][CH:26]=1. The catalyst class is: 33.